This data is from Full USPTO retrosynthesis dataset with 1.9M reactions from patents (1976-2016). The task is: Predict the reactants needed to synthesize the given product. (1) Given the product [Si:21]([O:1][C:2]1[CH:19]=[CH:18][C:17]2[C@@H:16]3[C@H:7]([C@H:8]4[C@@:12]([CH2:14][CH2:15]3)([CH3:13])[C:11](=[O:20])[CH2:10][CH2:9]4)[CH2:6][CH2:5][C:4]=2[CH:3]=1)([C:24]([CH3:27])([CH3:26])[CH3:25])([CH3:23])[CH3:22], predict the reactants needed to synthesize it. The reactants are: [OH:1][C:2]1[CH:19]=[CH:18][C:17]2[C@@H:16]3[C@H:7]([C@H:8]4[C@@:12]([CH2:14][CH2:15]3)([CH3:13])[C:11](=[O:20])[CH2:10][CH2:9]4)[CH2:6][CH2:5][C:4]=2[CH:3]=1.[Si:21](Cl)([C:24]([CH3:27])([CH3:26])[CH3:25])([CH3:23])[CH3:22].N1C=CN=C1.O. (2) Given the product [Cl:30][C:27]1[CH:28]=[C:29]2[C:24](=[CH:25][CH:26]=1)[N:23]=[CH:22][CH:21]=[C:20]2[CH2:19][N:9]1[C:10]([C:11]2[N:15]([CH3:16])[CH:14]=[C:13]([C:17]#[N:18])[CH:12]=2)=[C:5]2[C:6]([N:7]=[C:2]([N:1]=[CH:2][N:3]([CH3:32])[CH3:4])[N:3]([CH3:32])[C:4]2=[O:31])=[N:8]1, predict the reactants needed to synthesize it. The reactants are: [NH2:1][C:2]1[N:3]([CH3:32])[C:4](=[O:31])[C:5]2[C:6](=[N:8][N:9]([CH2:19][C:20]3[C:29]4[C:24](=[CH:25][CH:26]=[C:27]([Cl:30])[CH:28]=4)[N:23]=[CH:22][CH:21]=3)[C:10]=2[C:11]2[N:15]([CH3:16])[CH:14]=[C:13]([C:17]#[N:18])[CH:12]=2)[N:7]=1.C(S(Cl)(=O)=O)CC. (3) Given the product [NH2:7][CH:8]([CH2:27][C:28]1[CH:29]=[CH:30][C:31]([Cl:34])=[CH:32][CH:33]=1)[C:9]([N:11]1[CH2:12][CH2:13][N:14]([C:17]2[C:18]3[S:25][C:24]([I:26])=[CH:23][C:19]=3[N:20]=[CH:21][N:22]=2)[CH2:15][CH2:16]1)=[O:10], predict the reactants needed to synthesize it. The reactants are: C(OC(=O)[NH:7][CH:8]([CH2:27][C:28]1[CH:33]=[CH:32][C:31]([Cl:34])=[CH:30][CH:29]=1)[C:9]([N:11]1[CH2:16][CH2:15][N:14]([C:17]2[C:18]3[S:25][C:24]([I:26])=[CH:23][C:19]=3[N:20]=[CH:21][N:22]=2)[CH2:13][CH2:12]1)=[O:10])(C)(C)C.Cl.